Task: Regression. Given two drug SMILES strings and cell line genomic features, predict the synergy score measuring deviation from expected non-interaction effect.. Dataset: Merck oncology drug combination screen with 23,052 pairs across 39 cell lines (1) Drug 1: CN(C)C(=N)N=C(N)N. Drug 2: C=CCn1c(=O)c2cnc(Nc3ccc(N4CCN(C)CC4)cc3)nc2n1-c1cccc(C(C)(C)O)n1. Cell line: LOVO. Synergy scores: synergy=-0.805. (2) Cell line: UWB1289BRCA1. Drug 2: Cn1c(=O)n(-c2ccc(C(C)(C)C#N)cc2)c2c3cc(-c4cnc5ccccc5c4)ccc3ncc21. Drug 1: N.N.O=C(O)C1(C(=O)O)CCC1.[Pt]. Synergy scores: synergy=22.7. (3) Drug 1: COc1cc(C2c3cc4c(cc3C(OC3OC5COC(C)OC5C(O)C3O)C3COC(=O)C23)OCO4)cc(OC)c1O. Drug 2: CS(=O)(=O)CCNCc1ccc(-c2ccc3ncnc(Nc4ccc(OCc5cccc(F)c5)c(Cl)c4)c3c2)o1. Cell line: KPL1. Synergy scores: synergy=6.91. (4) Drug 1: CC(=O)OC1C(=O)C2(C)C(O)CC3OCC3(OC(C)=O)C2C(OC(=O)c2ccccc2)C2(O)CC(OC(=O)C(O)C(NC(=O)c3ccccc3)c3ccccc3)C(C)=C1C2(C)C. Drug 2: CC1(c2nc3c(C(N)=O)cccc3[nH]2)CCCN1. Cell line: CAOV3. Synergy scores: synergy=-6.07. (5) Drug 1: O=P1(N(CCCl)CCCl)NCCCO1. Drug 2: O=C(NOCC(O)CO)c1ccc(F)c(F)c1Nc1ccc(I)cc1F. Cell line: OV90. Synergy scores: synergy=-12.3. (6) Drug 1: CN(C)C(=N)N=C(N)N. Drug 2: CNC(=O)c1cc(Oc2ccc(NC(=O)Nc3ccc(Cl)c(C(F)(F)F)c3)cc2)ccn1. Cell line: A2780. Synergy scores: synergy=5.40. (7) Drug 1: O=c1[nH]cc(F)c(=O)[nH]1. Drug 2: C=CCn1c(=O)c2cnc(Nc3ccc(N4CCN(C)CC4)cc3)nc2n1-c1cccc(C(C)(C)O)n1. Cell line: NCIH23. Synergy scores: synergy=-7.12. (8) Drug 1: Cc1nc(Nc2ncc(C(=O)Nc3c(C)cccc3Cl)s2)cc(N2CCN(CCO)CC2)n1. Drug 2: COC1CC2CCC(C)C(O)(O2)C(=O)C(=O)N2CCCCC2C(=O)OC(C(C)CC2CCC(OP(C)(C)=O)C(OC)C2)CC(=O)C(C)C=C(C)C(O)C(OC)C(=O)C(C)CC(C)C=CC=CC=C1C. Cell line: COLO320DM. Synergy scores: synergy=7.08.